This data is from Catalyst prediction with 721,799 reactions and 888 catalyst types from USPTO. The task is: Predict which catalyst facilitates the given reaction. Reactant: [CH3:1][O:2][C:3]1[CH:26]=[CH:25][C:6]([CH2:7][CH2:8][N:9]2[CH2:15][C:14]3[CH:16]=[CH:17][C:18]([C:20](OC)=[O:21])=[CH:19][C:13]=3[NH:12][C:11](=[O:24])[CH2:10]2)=[CH:5][CH:4]=1.[NH2:27][OH:28].[OH-].[Na+].Cl. Product: [OH:28][NH:27][C:20]([C:18]1[CH:17]=[CH:16][C:14]2[CH2:15][N:9]([CH2:8][CH2:7][C:6]3[CH:25]=[CH:26][C:3]([O:2][CH3:1])=[CH:4][CH:5]=3)[CH2:10][C:11](=[O:24])[NH:12][C:13]=2[CH:19]=1)=[O:21]. The catalyst class is: 92.